Dataset: Full USPTO retrosynthesis dataset with 1.9M reactions from patents (1976-2016). Task: Predict the reactants needed to synthesize the given product. (1) Given the product [NH:20]1[C:28]2[C:23](=[CH:24][CH:25]=[CH:26][CH:27]=2)[C:22]([CH:29]=[N:3][NH:2][C:4]2[C:5]([NH:13][C:14]3[CH:19]=[CH:18][CH:17]=[CH:16][CH:15]=3)=[N:6][C:7]3[C:8](=[N:10][O:11][N:12]=3)[N:9]=2)=[CH:21]1, predict the reactants needed to synthesize it. The reactants are: Cl.[NH:2]([C:4]1[C:5]([NH:13][C:14]2[CH:19]=[CH:18][CH:17]=[CH:16][CH:15]=2)=[N:6][C:7]2[C:8](=[N:10][O:11][N:12]=2)[N:9]=1)[NH2:3].[NH:20]1[C:28]2[C:23](=[CH:24][CH:25]=[CH:26][CH:27]=2)[C:22]([CH:29]=O)=[CH:21]1. (2) Given the product [F:1][C:2]([F:26])([F:27])[C@H:3]1[CH2:8][CH2:7][C@H:6]([NH:9][C:10]([C:11]2[C:12]([N:20]([CH3:24])[CH2:21][C:22]#[N:23])=[CH:13][C:14]3[N:18]([CH3:19])[C:44]([NH:43][C:42]4[C:41]([Cl:46])=[CH:40][CH:39]=[C:30]([CH2:31][NH:32][C:33](=[O:38])[C:34]([CH3:37])([CH3:36])[CH3:35])[C:29]=4[Cl:28])=[N:17][C:15]=3[CH:16]=2)=[O:25])[CH2:5][CH2:4]1, predict the reactants needed to synthesize it. The reactants are: [F:1][C:2]([F:27])([F:26])[C@H:3]1[CH2:8][CH2:7][C@H:6]([NH:9][C:10](=[O:25])[C:11]2[CH:16]=[C:15]([NH2:17])[C:14]([NH:18][CH3:19])=[CH:13][C:12]=2[N:20]([CH3:24])[CH2:21][C:22]#[N:23])[CH2:5][CH2:4]1.[Cl:28][C:29]1[C:42]([N:43]=[C:44]=S)=[C:41]([Cl:46])[CH:40]=[CH:39][C:30]=1[CH2:31][NH:32][C:33](=[O:38])[C:34]([CH3:37])([CH3:36])[CH3:35].CC(C)N=C=NC(C)C. (3) The reactants are: [CH3:1][N:2]1[C:8]2[CH:9]=[CH:10][C:11]([N:13]3[CH2:17][C@H:16]([C:18]([O:20]C)=O)[O:15][C:14]3=[O:22])=[CH:12][C:7]=2[CH2:6][CH2:5][O:4][C:3]1=[O:23].[CH3:24][NH2:25]. Given the product [CH3:24][NH:25][C:18]([C@@H:16]1[O:15][C:14](=[O:22])[N:13]([C:11]2[CH:10]=[CH:9][C:8]3[N:2]([CH3:1])[C:3](=[O:23])[O:4][CH2:5][CH2:6][C:7]=3[CH:12]=2)[CH2:17]1)=[O:20], predict the reactants needed to synthesize it. (4) Given the product [C:3]([O:7][C:8]([N:10]([CH3:18])[C@H:11]([C:15]([OH:17])=[O:16])[CH2:12][O:13][CH3:14])=[O:9])([CH3:6])([CH3:4])[CH3:5], predict the reactants needed to synthesize it. The reactants are: [H-].[Na+].[C:3]([O:7][C:8]([NH:10][C@H:11]([C:15]([OH:17])=[O:16])[CH2:12][O:13][CH3:14])=[O:9])([CH3:6])([CH3:5])[CH3:4].[CH:18]1(NC2CCCCC2)CCCCC1.O.COS(OC)(=O)=O.[OH-].[NH4+].Cl.